Dataset: Forward reaction prediction with 1.9M reactions from USPTO patents (1976-2016). Task: Predict the product of the given reaction. (1) The product is: [N:13]1[CH:14]=[CH:15][CH:16]=[CH:17][C:12]=1[S:11][S:7][CH2:8][CH2:9][OH:10]. Given the reactants COC(SCl)=O.[SH:7][CH2:8][CH2:9][OH:10].[SH:11][C:12]1[CH:17]=[CH:16][CH:15]=[CH:14][N:13]=1, predict the reaction product. (2) Given the reactants [Al].[Pb](Br)Br.Cl.[Cl:6][C:7]1[CH:12]=[C:11]([CH:13](O)[C:14](Cl)([Cl:16])[Cl:15])[CH:10]=[CH:9][C:8]=1[OH:19], predict the reaction product. The product is: [Cl:6][C:7]1[CH:12]=[C:11]([CH:13]=[C:14]([Cl:16])[Cl:15])[CH:10]=[CH:9][C:8]=1[OH:19]. (3) Given the reactants [CH3:1][NH:2][C:3]1[C:8]2=[CH:9][N:10]=[C:11]([CH3:12])[N:7]2[N:6]=[CH:5][N:4]=1.[CH:13]([C:15]1[CH:20]=[CH:19][C:18](B(O)O)=[CH:17][CH:16]=1)=O.[C:24](=[O:27])([O-])[O-].[Na+].[Na+], predict the reaction product. The product is: [CH3:5][N:6]1[C:13]([C:15]2[CH:20]=[CH:19][C:18]([CH:24]=[O:27])=[CH:17][CH:16]=2)=[C:3]([C:9]2[N:10]=[C:11]([CH3:12])[N:7]3[C:8]=2[C:3]([NH:2][CH3:1])=[N:4][CH:5]=[N:6]3)[CH:8]=[N:7]1.